Task: Predict the reaction yield, written as a fraction of the theoretical maximum amount of product (1.0 means a 100% yield; for example, 0.34 means a 34% yield).. Dataset: Reaction yield outcomes from USPTO patents with 853,638 reactions (1) No catalyst specified. The product is [Cl:29][C:26]1[CH:27]=[CH:28][C:23]([N:21]2[CH:22]=[C:18]([C:31]3[O:30][CH:34]=[CH:33][CH:32]=3)[N:19]=[CH:20]2)=[CH:24][CH:25]=1. The reactants are ClC1C=CC(B(O)O)=CC=1.BrC1N=CNC=1.Br[C:18]1[N:19]=[CH:20][N:21]([C:23]2[CH:28]=[CH:27][C:26]([Cl:29])=[CH:25][CH:24]=2)[CH:22]=1.[O:30]1[CH:34]=[CH:33][CH:32]=[C:31]1B(O)O. The yield is 0.120. (2) The reactants are [CH2:1]([NH:8][C:9]([C:11]1[S:15][C:14]([N:16]2[CH:21]=[CH:20][CH:19]=[C:18]([O:22]CC3C=CC=CC=3)[C:17]2=[O:30])=[N:13][C:12]=1[CH3:31])=[O:10])[C:2]1[CH:7]=[CH:6][CH:5]=[CH:4][CH:3]=1. The catalyst is [Pd].CO. The product is [CH2:1]([NH:8][C:9]([C:11]1[S:15][C:14]([N:16]2[CH:21]=[CH:20][CH:19]=[C:18]([OH:22])[C:17]2=[O:30])=[N:13][C:12]=1[CH3:31])=[O:10])[C:2]1[CH:7]=[CH:6][CH:5]=[CH:4][CH:3]=1. The yield is 0.0800.